This data is from Peptide-MHC class I binding affinity with 185,985 pairs from IEDB/IMGT. The task is: Regression. Given a peptide amino acid sequence and an MHC pseudo amino acid sequence, predict their binding affinity value. This is MHC class I binding data. The peptide sequence is YRLVSAVEK. The MHC is BoLA-T2a with pseudo-sequence BoLA-T2a. The binding affinity (normalized) is 0.0641.